This data is from Experimentally validated miRNA-target interactions with 360,000+ pairs, plus equal number of negative samples. The task is: Binary Classification. Given a miRNA mature sequence and a target amino acid sequence, predict their likelihood of interaction. (1) The miRNA is hsa-miR-3126-5p with sequence UGAGGGACAGAUGCCAGAAGCA. The protein sequence of the target gene is MAGAAPRVRYLAGFCCPLGGLAAGKPRVLCHEAEVFLSTGSELVYVYDQEGGLLTAAFRFPDQVWHLELLAPRRLLYALCARRGLYCLSLDHPGRSRSTSQDDRDSEDGDQPSPVIPVDPDACILPDAALCAFTLLDSVLVTLVQGPARWKMQLFEQPCPGEDPRPGGQIGEVELSSYTPPAGVPGKPAAPHFLPVLCSVSPSGSRVPHDLLGGSGGFTLEDALFGLLFGADATLLQSPVVLCGLPDGQLCCVILKALVTSRSAPGDPNALVKILHHLEEPVIFIGALKTEPQAAEAAEN.... Result: 0 (no interaction). (2) The miRNA is hsa-miR-6770-5p with sequence UGAGAAGGCACAGCUUGCACGUGA. The protein sequence of the target gene is MSTSVPQGHTWTQRVKKDDEEEDPLDQLISRSGCAASHFAVQECMAQHQDWRQCQPQVQAFKDCMSEQQARRQEELQRRQEQAGAHH. Result: 0 (no interaction). (3) The miRNA is cel-miR-253-3p with sequence UUAGUAGGCGUUGUGGGAAGGG. The protein sequence of the target gene is MLPGVGVFGTSLTARVIIPLLKDEGFAVKALWGRTQEEAEELAKEMSVPFYTSRIDEVLLHQDVDLVCINLPPPLTRQIAVKTLGIGKNVICDRTATPLDAFRMTSAAHYYPKLMSIMGNVLRFLPAFVRMKQLIEEGYVGEPLVCEVQVHGGSLLGKKYNWSCDDLMGGGGLHSVGTYIIDLLTFLTGQKAVKVHGLLKTFVKQTDHIKGIRQITSDDFCTFQMVLEGGVCCTVTLNFNVPGEFKQDVTVVGSAGRLLAVGTDLYGQRNSAPEQELLVQDATPVSNSLLPEKAFSDIPS.... Result: 0 (no interaction). (4) The miRNA is mmu-miR-3094-5p with sequence UGUUGGGGACAUUUUUAAAGC. The protein sequence of the target gene is MAAQRLGKRVLSKLQSPSRARGPGGSPGGLQKRHARVTVKYDRRELQRRLDVEKWIDGRLEELYRGMEADMPDEINIDELLELESEEERSRKIQGLLKSCGKPVEDFIQELLAKLQGLHRQPGLRQPSPSHDGSLSPLQDRARTAHP. Result: 0 (no interaction). (5) The miRNA is hsa-miR-6512-3p with sequence UUCCAGCCCUUCUAAUGGUAGG. The protein sequence of the target gene is MLQQDSNDDTEDVSLFDAEEETTNRPRKAKIRHPVASFFHLFFRVSAIIVCLLCELLSSSFITCMVTIILLLSCDFWAVKNVTGRLMVGLRWWNHIDEDGKSHWVFESRKESSQENKTVSEAESRIFWLGLIACSVLWVIFAFSALFSFTVKWLRRSRHIAQTGLKVLGSRDPPASAFQSAGITGVSRCPGHPSRKFHQVDINSFTRITDRALYWKPAPRLSSPPLRAAPGNCQQMAPARLFLSLRLWAWRGGGESPNSRGTGEPGPKFHLASGMH. Result: 1 (interaction). (6) The miRNA is hsa-miR-6843-3p with sequence AUGGUCUCCUGUUCUCUGCAG. The protein sequence of the target gene is MVDHLANTEINSQRIAAVESCFGASGQPLALPGRVLLGEGVLTKECRKKAKPRIFFLFNDILVYGSIVLNKRKYRSQHIIPLEEVTLELLPETLQAKNRWMIKTAKKSFVVSAASATERQEWISHIEECVRRQLRATGRPPSTEHAAPWIPDKATDICMRCTQTRFSALTRRHHCRKCGFVVCAECSRQRFLLPRLSPKPVRVCSLCYRELAAQQRQEEAEEQGAGSPGQPAHLARPICGASSGDDDDSDEDKEGSRDGDWPSSVEFYASGVAWSAFHS. Result: 0 (no interaction). (7) Result: 1 (interaction). The protein sequence of the target gene is MATEVHNLQELRRSASLATKVFIQRDYSDGTICQFQTKFPPELDSRIERQLFEETVKTLNGFYAEAEKIGGSSYLEGCLACATAYFIFLCMETHYEKVLKKISRYIQEQNEKVFAPRGLLLTDPVERGMRVIEISIYEDRCSSGSSSSGSSSGSGSSSAGGGGAGAR. The miRNA is mmu-miR-669h-3p with sequence UAUGCAUAUACACACAUGCACA. (8) The miRNA is mmu-miR-26a-5p with sequence UUCAAGUAAUCCAGGAUAGGCU. The protein sequence of the target gene is MKLLQVLLVLLFVALADGAQPKRCFSNVEGYCRKKCRLVEISEMGCLHGKYCCVNELENKKHKKHSVVEETVKLQDKSKVQDYMILPTVTYYTISI. Result: 1 (interaction). (9) The miRNA is hsa-miR-154-3p with sequence AAUCAUACACGGUUGACCUAUU. The protein sequence of the target gene is MFSTKSAWLRNGGADQGPRGIALREAVMLLLYFGVPTGPSYNLDPENALLYQGPSGTLFGYSVVLHSHGSKRWLIVGAPTASWLSNASVVNPGAIYRCGIRKNPNQTCEQLQSGSPSGEPCGKTCLEERDNQWLGVTLSRQPGENGSIVTCGHRWKNIFYMKSDNKLPTGICYVMPSDLRTELSKRMAPCYKDYTRKFGENFASCQAGISSFYTQDLIVMGAPGSSYWTGTVFVYNITTNQYKAFVDRQNQVKFGSYLGYSVGAGHFRSPHTTEVVGGAPQHEQIGKAYIFSIDENELNI.... Result: 0 (no interaction). (10) The miRNA is hsa-miR-2116-3p with sequence CCUCCCAUGCCAAGAACUCCC. The protein sequence of the target gene is MRRISLTSSPVRLLLFLLLLLIALEIMVGGHSLCFNFTIKSLSRPGQPWCEAQVFLNKNLFLQYNSDNNMVKPLGLLGKKVYATSTWGELTQTLGEVGRDLRMLLCDIKPQIKTSDPSTLQVEMFCQREAERCTGASWQFATNGEKSLLFDAMNMTWTVINHEASKIKETWKKDRGLEKYFRKLSKGDCDHWLREFLGHWEAMPEPTVSPVNASDIHWSSSSLPDRWIILGAFILLVLMGIVLICVWWQNGEWQAGLWPLRTS. Result: 0 (no interaction).